Dataset: Reaction yield outcomes from USPTO patents with 853,638 reactions. Task: Predict the reaction yield, written as a fraction of the theoretical maximum amount of product (1.0 means a 100% yield; for example, 0.34 means a 34% yield). (1) The reactants are [Cl:1][C:2]1[N:3]=[C:4]([C:24]2[CH:29]=[CH:28][CH:27]=[CH:26][N:25]=2)[NH:5][C:6]=1/[C:7](/[C:15]1[CH:20]=[CH:19][C:18](SC)=[C:17]([Cl:23])[CH:16]=1)=[CH:8]/[CH:9]1[CH2:14][CH2:13][O:12][CH2:11][CH2:10]1.O1CCC[CH2:31]1.O[O:36][S:37]([O-:39])=O.[K+].C(=O)([O-])O.[Na+]. The catalyst is O.CO. The product is [Cl:1][C:2]1[N:3]=[C:4]([C:24]2[CH:29]=[CH:28][CH:27]=[CH:26][N:25]=2)[NH:5][C:6]=1/[C:7](/[C:15]1[CH:20]=[CH:19][C:18]([S:37]([CH3:31])(=[O:39])=[O:36])=[C:17]([Cl:23])[CH:16]=1)=[CH:8]/[CH:9]1[CH2:14][CH2:13][O:12][CH2:11][CH2:10]1. The yield is 0.400. (2) The reactants are [Cl:1][C:2]1[N:3]=[C:4](Cl)[C:5]2[O:10][CH:9]=[CH:8][C:6]=2[N:7]=1.[NH:12]1[CH2:17][CH2:16][O:15][CH2:14][CH2:13]1. The catalyst is CO. The product is [Cl:1][C:2]1[N:3]=[C:4]([N:12]2[CH2:17][CH2:16][O:15][CH2:14][CH2:13]2)[C:5]2[O:10][CH:9]=[CH:8][C:6]=2[N:7]=1. The yield is 0.480. (3) The reactants are [N-:1]=[N+:2]=[N-:3].[Na+].CS(O[CH2:10][CH2:11][CH2:12][C:13]1[C:21]2[C:16](=[CH:17][CH:18]=[CH:19][C:20]=2[NH:22][C:23]2[C:31]3[C:26](=[CH:27][N:28]=[CH:29][CH:30]=3)[O:25][C:24]=2[C:32]2[N:37]=[CH:36][CH:35]=[CH:34][N:33]=2)[N:15]([C:38]([O:40][C:41]([CH3:44])([CH3:43])[CH3:42])=[O:39])[N:14]=1)(=O)=O. The catalyst is CN(C=O)C.C(OCC)(=O)C.O. The product is [N:1]([CH2:10][CH2:11][CH2:12][C:13]1[C:21]2[C:16](=[CH:17][CH:18]=[CH:19][C:20]=2[NH:22][C:23]2[C:31]3[C:26](=[CH:27][N:28]=[CH:29][CH:30]=3)[O:25][C:24]=2[C:32]2[N:33]=[CH:34][CH:35]=[CH:36][N:37]=2)[N:15]([C:38]([O:40][C:41]([CH3:42])([CH3:44])[CH3:43])=[O:39])[N:14]=1)=[N+:2]=[N-:3]. The yield is 0.250. (4) The reactants are [CH3:1][C:2]1[CH:3]=[C:4]([CH:8]=[C:9]([CH3:14])[C:10]=1[N+:11]([O-:13])=[O:12])[C:5]([OH:7])=[O:6].S(Cl)(Cl)=O.[CH3:19]O. No catalyst specified. The product is [CH3:1][C:2]1[CH:3]=[C:4]([CH:8]=[C:9]([CH3:14])[C:10]=1[N+:11]([O-:13])=[O:12])[C:5]([O:7][CH3:19])=[O:6]. The yield is 0.983. (5) The reactants are [NH2:1][C:2]1[CH:7]=[CH:6][C:5]([F:8])=[CH:4][N:3]=1.[N+](C1C=CC([CH:18]([S:22][C:23]([C:36]2[CH:41]=[CH:40][CH:39]=[CH:38][CH:37]=2)([C:30]2[CH:35]=[CH:34][CH:33]=[CH:32][CH:31]=2)[C:24]2[CH:29]=[CH:28][CH:27]=[CH:26][CH:25]=2)[C:19]([O-])=[O:20])=CC=1)([O-])=O.C(N(CC)CC)C.C(OCC)C. The catalyst is CN(C=O)C. The product is [F:8][C:5]1[CH:6]=[CH:7][C:2]([NH:1][C:19](=[O:20])[CH2:18][S:22][C:23]([C:24]2[CH:29]=[CH:28][CH:27]=[CH:26][CH:25]=2)([C:30]2[CH:31]=[CH:32][CH:33]=[CH:34][CH:35]=2)[C:36]2[CH:41]=[CH:40][CH:39]=[CH:38][CH:37]=2)=[N:3][CH:4]=1. The yield is 0.750. (6) The reactants are Br[C:2]1[CH:7]=[CH:6][CH:5]=[C:4](Br)[CH:3]=1.[NH:9]1[CH2:13][CH2:12][C@H:11]([OH:14])[CH2:10]1.Br[C:16]1[S:17][C:18]([NH:30][C:31](=[O:37])[O:32][C:33]([CH3:36])([CH3:35])[CH3:34])=[C:19]([C:21](=[O:29])[NH:22][C:23]2[CH:24]=[N:25][N:26]([CH3:28])[CH:27]=2)[N:20]=1. No catalyst specified. The product is [OH:14][C@H:11]1[CH2:12][CH2:13][N:9]([C:4]2[CH:3]=[C:2]([C:16]3[S:17][C:18]([NH:30][C:31](=[O:37])[O:32][C:33]([CH3:35])([CH3:34])[CH3:36])=[C:19]([C:21](=[O:29])[NH:22][C:23]4[CH:24]=[N:25][N:26]([CH3:28])[CH:27]=4)[N:20]=3)[CH:7]=[CH:6][CH:5]=2)[CH2:10]1. The yield is 0.400. (7) The catalyst is O1CCOCC1. The product is [C:29]([O:28][C:26](=[O:27])[N:4]([CH:1]([CH3:3])[CH3:2])[CH2:5][CH2:6][O:7][C:8]1[CH:9]=[CH:10][C:11]([N+:14]([O-:16])=[O:15])=[CH:12][CH:13]=1)([CH3:32])([CH3:31])[CH3:30]. The reactants are [CH:1]([NH:4][CH2:5][CH2:6][O:7][C:8]1[CH:13]=[CH:12][C:11]([N+:14]([O-:16])=[O:15])=[CH:10][CH:9]=1)([CH3:3])[CH3:2].C(N(C(C)C)CC)(C)C.[C:26](O[C:26]([O:28][C:29]([CH3:32])([CH3:31])[CH3:30])=[O:27])([O:28][C:29]([CH3:32])([CH3:31])[CH3:30])=[O:27]. The yield is 0.940.